From a dataset of Forward reaction prediction with 1.9M reactions from USPTO patents (1976-2016). Predict the product of the given reaction. (1) Given the reactants [F:1][C:2]1[CH:10]=[C:9]2[C:5]([CH:6]=[N:7][N:8]2[CH:11]2[CH2:16][CH2:15][NH:14][CH2:13][CH2:12]2)=[CH:4][CH:3]=1.Cl[C:18]1[N:19]=[N:20][C:21]([C:24]2[CH:25]=[N:26][N:27]([CH3:29])[CH:28]=2)=[CH:22][CH:23]=1.CCN(C(C)C)C(C)C, predict the reaction product. The product is: [F:1][C:2]1[CH:10]=[C:9]2[C:5]([CH:6]=[N:7][N:8]2[CH:11]2[CH2:16][CH2:15][N:14]([C:18]3[N:19]=[N:20][C:21]([C:24]4[CH:25]=[N:26][N:27]([CH3:29])[CH:28]=4)=[CH:22][CH:23]=3)[CH2:13][CH2:12]2)=[CH:4][CH:3]=1. (2) Given the reactants [C:1]([O:4][CH2:5][C:6]1[C:11]([CH2:12][NH:13]C(OC(C)(C)C)=O)=[C:10]([CH3:21])[CH:9]=[C:8]([NH:22]C(OC(C)(C)C)=O)[N:7]=1)(=[O:3])[CH3:2], predict the reaction product. The product is: [C:1]([O:4][CH2:5][C:6]1[C:11]([CH2:12][NH2:13])=[C:10]([CH3:21])[CH:9]=[C:8]([NH2:22])[N:7]=1)(=[O:3])[CH3:2]. (3) Given the reactants Br[C:2]1[CH:3]=[CH:4][C:5]([F:29])=[C:6]([C:8]2([C:19]3[CH:24]=[CH:23][N:22]=[C:21]([C:25]([F:28])([F:27])[F:26])[CH:20]=3)[C:16]3[C:11](=[C:12]([F:17])[CH:13]=[CH:14][CH:15]=3)[C:10]([NH2:18])=[N:9]2)[CH:7]=1.CC1(C)C(C)(C)OB([C:38]2[CH:39]=[N:40][CH:41]=[C:42]([CH:45]=2)[C:43]#[N:44])O1, predict the reaction product. The product is: [NH2:18][C:10]1[C:11]2[C:16](=[CH:15][CH:14]=[CH:13][C:12]=2[F:17])[C:8]([C:6]2[CH:7]=[C:2]([C:38]3[CH:39]=[N:40][CH:41]=[C:42]([CH:45]=3)[C:43]#[N:44])[CH:3]=[CH:4][C:5]=2[F:29])([C:19]2[CH:24]=[CH:23][N:22]=[C:21]([C:25]([F:27])([F:28])[F:26])[CH:20]=2)[N:9]=1. (4) Given the reactants [F:1][C:2]1[CH:7]=[CH:6][C:5]([F:8])=[CH:4][C:3]=1[C@H:9]1[CH2:13][CH2:12][CH2:11][N:10]1[C:14]1[CH:19]=[CH:18][N:17]2[N:20]=[CH:21][C:22](/[CH:23]=[CH:24]/[C:25]([N:27]3[CH2:33][CH2:32][CH2:31][N:30](C(OC(C)(C)C)=O)[CH2:29][CH2:28]3)=[O:26])=[C:16]2[N:15]=1.C(O)(C(F)(F)F)=O, predict the reaction product. The product is: [N:27]1([C:25](=[O:26])/[CH:24]=[CH:23]/[C:22]2[CH:21]=[N:20][N:17]3[CH:18]=[CH:19][C:14]([N:10]4[CH2:11][CH2:12][CH2:13][C@@H:9]4[C:3]4[CH:4]=[C:5]([F:8])[CH:6]=[CH:7][C:2]=4[F:1])=[N:15][C:16]=23)[CH2:33][CH2:32][CH2:31][NH:30][CH2:29][CH2:28]1. (5) Given the reactants [Cl:1][C:2]1[CH:7]=[CH:6][CH:5]=[C:4]([CH3:8])[C:3]=1[NH:9][C:10]1[O:11][C:12]2[C:18]([F:19])=[C:17]([CH2:20][C:21]([O:23]C)=[O:22])[CH:16]=[CH:15][C:13]=2[N:14]=1.[OH-].[Na+], predict the reaction product. The product is: [Cl:1][C:2]1[CH:7]=[CH:6][CH:5]=[C:4]([CH3:8])[C:3]=1[NH:9][C:10]1[O:11][C:12]2[C:18]([F:19])=[C:17]([CH2:20][C:21]([OH:23])=[O:22])[CH:16]=[CH:15][C:13]=2[N:14]=1.